From a dataset of Catalyst prediction with 721,799 reactions and 888 catalyst types from USPTO. Predict which catalyst facilitates the given reaction. (1) Reactant: [CH2:1]([O:8][N:9]([CH2:12][CH:13]1[CH:17]([CH2:18][CH2:19][CH2:20][CH3:21])[CH2:16][N:15]([CH2:22][C:23]2[CH:28]=[CH:27][C:26]([OH:29])=[CH:25][CH:24]=2)[C:14]1=[O:30])[CH:10]=[O:11])[C:2]1[CH:7]=[CH:6][CH:5]=[CH:4][CH:3]=1.[O:31]1[CH:35]=[CH:34][CH:33]=[C:32]1[CH2:36]O.C1(P(C2C=CC=CC=2)C2C=CC=CC=2)C=CC=CC=1.N(C(OCC)=O)=NC(OCC)=O. Product: [CH2:1]([O:8][N:9]([CH2:12][CH:13]1[CH:17]([CH2:18][CH2:19][CH2:20][CH3:21])[CH2:16][N:15]([CH2:22][C:23]2[CH:28]=[CH:27][C:26]([O:29][CH2:36][C:32]3[O:31][CH:35]=[CH:34][CH:33]=3)=[CH:25][CH:24]=2)[C:14]1=[O:30])[CH:10]=[O:11])[C:2]1[CH:7]=[CH:6][CH:5]=[CH:4][CH:3]=1. The catalyst class is: 7. (2) Reactant: [CH:1]1[C:5]2=[C:6]([OH:15])[C:7]3[CH:14]=[CH:13][C:11](=[O:12])[O:10][C:8]=3[CH:9]=[C:4]2[O:3][CH:2]=1.Cl[CH2:17][CH2:18][CH2:19][C:20]#[CH:21].C(=O)([O-])[O-].[K+].[K+].[I-].[K+]. Product: [CH2:21]([O:15][C:6]1[C:7]2[CH:14]=[CH:13][C:11](=[O:12])[O:10][C:8]=2[CH:9]=[C:4]2[O:3][CH:2]=[CH:1][C:5]=12)[CH2:20][CH2:19][C:18]#[CH:17]. The catalyst class is: 10. (3) Reactant: [N:1]1([C:8]2[CH:9]=[CH:10][C:11]3[N:17]4[CH2:18][C@H:14]([CH2:15][CH2:16]4)[NH:13][C:12]=3[N:19]=2)[CH2:7][CH2:6][CH2:5][NH:4][CH2:3][CH2:2]1.[F:20][C:21]([F:32])([F:31])[CH2:22]OS(C(F)(F)F)(=O)=O.C(=O)([O-])[O-].[K+].[K+]. Product: [F:20][C:21]([F:32])([F:31])[CH2:22][N:4]1[CH2:5][CH2:6][CH2:7][N:1]([C:8]2[CH:9]=[CH:10][C:11]3[N:17]4[CH2:18][C@H:14]([CH2:15][CH2:16]4)[NH:13][C:12]=3[N:19]=2)[CH2:2][CH2:3]1. The catalyst class is: 18.